Predict which catalyst facilitates the given reaction. From a dataset of Catalyst prediction with 721,799 reactions and 888 catalyst types from USPTO. (1) Reactant: C1C=CC(N([S:8]([C:11]([F:14])([F:13])[F:12])(=[O:10])=[O:9])[S:8]([C:11]([F:14])([F:13])[F:12])(=[O:10])=[O:9])=CC=1.C([O-])([O-])=O.[Cs+].[Cs+].[Br:28][C:29]1[C:38]2[C:33](=[CH:34][CH:35]=[CH:36][CH:37]=2)[C:32]([OH:39])=[C:31]([CH:40]([O:46][C:47]([CH3:50])([CH3:49])[CH3:48])[C:41]([O:43][CH2:44][CH3:45])=[O:42])[C:30]=1[CH3:51].OS([O-])(=O)=O.[Na+]. Product: [Br:28][C:29]1[C:38]2[C:33](=[CH:34][CH:35]=[CH:36][CH:37]=2)[C:32]([O:39][S:8]([C:11]([F:14])([F:13])[F:12])(=[O:10])=[O:9])=[C:31]([CH:40]([O:46][C:47]([CH3:50])([CH3:49])[CH3:48])[C:41]([O:43][CH2:44][CH3:45])=[O:42])[C:30]=1[CH3:51]. The catalyst class is: 1. (2) Reactant: C([NH:4][CH2:5][CH:6]1[CH2:10][CH2:9][N:8]([C:11]2[C:12]3[O:37][CH:36]=[CH:35][C:13]=3[N:14]=[C:15]([NH:17][C:18]3[CH:26]=[C:25]4[C:21]([C:22]([CH3:34])=[N:23][N:24]4C(OC(C)(C)C)=O)=[CH:20][CH:19]=3)[N:16]=2)[CH2:7]1)(=O)C.Cl.NCC1CCN(C(OC(C)(C)C)=O)C1.C(Cl)(=O)C.ClC1N=C(Cl)C2OC=CC=2N=1.Cl. Product: [NH2:4][CH2:5][CH:6]1[CH2:10][CH2:9][N:8]([C:11]2[C:12]3[O:37][CH:36]=[CH:35][C:13]=3[N:14]=[C:15]([NH:17][C:18]3[CH:26]=[C:25]4[C:21]([C:22]([CH3:34])=[N:23][NH:24]4)=[CH:20][CH:19]=3)[N:16]=2)[CH2:7]1. The catalyst class is: 5. (3) The catalyst class is: 124. Product: [Br:1][CH:2]1[CH2:6][CH2:7][N:13]([CH2:12][C:11]#[N:10])[C:3]1=[O:4]. Reactant: [Br:1][CH:2]([CH2:6][CH2:7]Br)[C:3](Cl)=[O:4].Cl.[NH2:10][CH2:11][C:12]#[N:13].C(N(CC)CC)C.[H-].[Na+]. (4) Reactant: [NH2:1][C:2]1[CH:7]=[CH:6][C:5]([CH2:8][CH2:9][C:10]2[N:11]=[C:12]([NH:15][C:16](=[O:18])[CH3:17])[S:13][CH:14]=2)=[CH:4][CH:3]=1.Cl.[CH:20](=[NH:24])OCC. Product: [NH:24]=[CH:20][NH:1][C:2]1[CH:7]=[CH:6][C:5]([CH2:8][CH2:9][C:10]2[N:11]=[C:12]([NH:15][C:16](=[O:18])[CH3:17])[S:13][CH:14]=2)=[CH:4][CH:3]=1. The catalyst class is: 1. (5) Reactant: Cl[C:2]1[N:7]=[CH:6][C:5]([S:8]([NH:11][C@@H:12]([C:14]2[N:18]([CH2:19][CH3:20])[C:17]3[CH:21]=[C:22]([C:25]([F:28])([F:27])[F:26])[CH:23]=[CH:24][C:16]=3[N:15]=2)[CH3:13])(=[O:10])=[O:9])=[CH:4][CH:3]=1.[OH-:29].[Na+]. Product: [CH2:19]([N:18]1[C:17]2[CH:21]=[C:22]([C:25]([F:28])([F:27])[F:26])[CH:23]=[CH:24][C:16]=2[N:15]=[C:14]1[CH:12]([NH:11][S:8]([C:5]1[CH:4]=[CH:3][C:2](=[O:29])[NH:7][CH:6]=1)(=[O:10])=[O:9])[CH3:13])[CH3:20]. The catalyst class is: 12. (6) Reactant: [Cl:1][C:2]1[CH:7]=[CH:6][C:5]([NH:8][C:9]2[O:13][C:12]([C:14]3[CH:19]=[CH:18][C:17]([OH:20])=[CH:16][CH:15]=3)=[N:11][N:10]=2)=[CH:4][C:3]=1[C:21]([F:24])([F:23])[F:22].C[Si]([N-][Si](C)(C)C)(C)C.[K+].[C:35]([O-:38])([O-])=[O:36].[K+].[K+].Br[N:42]1[CH:47]=[CH:46][CH:45]=[N:44][CH2:43]1. Product: [F:22][C:21]([F:24])([F:23])[C:35]([OH:38])=[O:36].[Cl:1][C:2]1[CH:7]=[CH:6][C:5]([NH:8][C:9]2[O:13][C:12]([C:14]3[CH:15]=[CH:16][C:17]([O:20][C:46]4[CH:47]=[N:42][CH:43]=[N:44][CH:45]=4)=[CH:18][CH:19]=3)=[N:11][N:10]=2)=[CH:4][C:3]=1[C:21]([F:22])([F:23])[F:24]. The catalyst class is: 121. (7) Reactant: [NH2:1][C:2]1[N:10]=[CH:9][N:8]=[C:7]2[C:3]=1[N:4]([C:24]1[CH:29]=[CH:28][C:27]([CH3:30])=[C:26]([O:31][CH3:32])[CH:25]=1)[C:5](=[O:23])[N:6]2[C@@H:11]1[CH2:15][CH2:14][N:13](C(OC(C)(C)C)=O)[CH2:12]1.C(O)(C(F)(F)F)=O. Product: [NH2:1][C:2]1[N:10]=[CH:9][N:8]=[C:7]2[C:3]=1[N:4]([C:24]1[CH:29]=[CH:28][C:27]([CH3:30])=[C:26]([O:31][CH3:32])[CH:25]=1)[C:5](=[O:23])[N:6]2[C@@H:11]1[CH2:15][CH2:14][NH:13][CH2:12]1. The catalyst class is: 2.